Task: Binary Classification. Given a miRNA mature sequence and a target amino acid sequence, predict their likelihood of interaction.. Dataset: Experimentally validated miRNA-target interactions with 360,000+ pairs, plus equal number of negative samples (1) The miRNA is bta-miR-10a with sequence UACCCUGUAGAUCCGAAUUUGUG. The protein sequence of the target gene is MMLRGNLKQVRIEKNPARLRALESAVGESEPAAAAAMALALAGEPAPPAPAPPEDHPDEEMGFTIDIKSFLKPGEKTYTQRCRLFVGNLPTDITEEDFKRLFERYGEPSEVFINRDRGFGFIRLESRTLAEIAKAELDGTILKSRPLRIRFATHGAALTVKNLSPVVSNELLEQAFSQFGPVEKAVVVVDDRGRATGKGFVEFAAKPPARKALERCGDGAFLLTTTPRPVIVEPMEQFDDEDGLPEKLMQKTQQYHKEREQPPRFAQPGTFEFEYASRWKALDEMEKQQREQVDRNIREA.... Result: 0 (no interaction). (2) The miRNA is hsa-miR-6499-3p with sequence AGCAGUGUUUGUUUUGCCCACA. The protein sequence of the target gene is MPSFLVPSLVSSPVLLKLLFSPGPKTIWSLWQQPMLFQEATAFENMTKDWNYLEGSQKDCYRDTMLDSYENTVPQGSFLQLSMMPQRAGNDPPGVSNASEMEMEISNMREKFLMSVTKLVESKSYNSKVFSKEKYFQTIKEVKEAKEKGKKSSRDYRRAAKYDVISVQGTEKLIEATHGERDRIRYYVHKEELFDILHDTHLSIGHGGRTRMLKELQGKYGNVTKEVIVLYLTLCKQCHQKNPVPKRGLAPKPMTFKDIDSTCQVEILDMQSSADGEFKFILYYQDHSTKFIILRPLRTK.... Result: 1 (interaction). (3) The miRNA is hsa-miR-6836-5p with sequence CGCAGGGCCCUGGCGCAGGCAU. Result: 0 (no interaction). The protein sequence of the target gene is MNGDTRAAVVTSPPPTTAPHKERYFDRVDENNPEYLRERNMAPDLRQDFNMMEQKKRVSMILQSPAFCEELESMIQEQFKKGKNPTGLLALQQIADFMTASVPNVYPAAPQGGMAALNMSLGMVTPVNDLRGSDSIAYDKGEKLLRCKLAAFYRLADLFGWSQLIYNHITTRVNSEQEHFLIVPFGLLYSEVTASSLVKVNLQGDIVDRGSTNLGVNQAGFTLHSAVYAARPDAKCIVHIHTPAGAAVSAMKCGLLPISPEALSLGDVAYHDYHGILVDEEEKILIQKNLGPKSKVLILR.... (4) The miRNA is mmu-miR-140-5p with sequence CAGUGGUUUUACCCUAUGGUAG. The protein sequence of the target gene is MLGAMFRAGTPMPPNLNSQGGGHYFIDRDGKAFRHILNFLRLGRLDLPRGYGETALLRAEADFYQIRPLLDALRELEASQGTPAPTAALLHADVDVSPRLVHFSARRGPHHYELSSVQVDTFRANLFCTDSECLGALRARFGVASGDRAEGSPHFHLEWAPRPVELPEVEYGRLGLQPLWTGGPGERREVVGTPSFLEEVLRVALEHGFRLDSVFPDPEDLLNSRSLRFVRH. Result: 0 (no interaction). (5) The miRNA is mmu-miR-329-3p with sequence AACACACCCAGCUAACCUUUUU. The protein sequence of the target gene is MAVDVTEYHLSVIKSPPGWEVGVYAAGALALLGIAAVSLWKLWTSGSFPSPSPFPNYDYRYLQQKYGEAYVEAKLKRVPPWNDQRTTTRGPPSRKGSLSIEDTFESISELGPLELMGRELDLAPYGTLRKSQSADSLNSISSVSNTFGQDFTLGQVEVSMDYDGASHTLHVAVLQGKDLLEREEATFESCFMRVSLLPDEQIVGISRIQRNAYSIFFDEKFSVPLDPTALEEKSLRFSVFGIDEDERNVSTGVVELKLSVLDLPLQPFSGWLYLQDQNKAADAVGEILLSLSYLPTAERL.... Result: 1 (interaction). (6) The miRNA is hsa-miR-500b-3p with sequence GCACCCAGGCAAGGAUUCUG. The protein sequence of the target gene is MAKNTAIGIDLGTTYSCVGVFQHGKVEIIANDQGNRTTPSYVAFTDTERLIGDAAKNQVALNPQNTVFDAKRLIGRKFGDAVVQSDMKHWPFQVVNDGDKPKVQVNYKGESRSFFPEEISSMVLTKMKEIAEAYLGHPVTNAVITVPAYFNDSQRQATKDAGVIAGLNVLRIINEPTAAAIAYGLDRTGKGERNVLIFDLGGGTFDVSILTIDDGIFEVKATAGDTHLGGEDFDNRLVSHFVEEFKRKHKKDISQNKRAVRRLRTACERAKRTLSSSTQASLEIDSLFEGIDFYTSITRA.... Result: 0 (no interaction).